Dataset: Catalyst prediction with 721,799 reactions and 888 catalyst types from USPTO. Task: Predict which catalyst facilitates the given reaction. (1) Reactant: C([O:3][C:4](=[O:14])[C:5]1[C:10]([CH3:11])=[CH:9][CH:8]=[CH:7][C:6]=1[O:12][CH3:13])C.[OH-].[Na+]. Product: [CH3:13][O:12][C:6]1[CH:7]=[CH:8][CH:9]=[C:10]([CH3:11])[C:5]=1[C:4]([OH:14])=[O:3]. The catalyst class is: 8. (2) Reactant: [ClH:1].[NH2:2][C@@H:3]1[CH2:8][CH2:7][CH2:6][N:5]([C:9]2[C:14]([Br:15])=[CH:13][N:12]=[C:11]3[NH:16][CH:17]=[C:18]([NH:19][C:20](=[O:27])[C:21]4[CH:26]=[CH:25][CH:24]=[N:23][CH:22]=4)[C:10]=23)[CH2:4]1.C(OC)(OC)OC.CCN(C(C)C)C(C)C.[CH:44]1([CH:47]=O)[CH2:46][CH2:45]1.[BH4-].[Na+]. Product: [ClH:1].[Br:15][C:14]1[C:9]([N:5]2[CH2:6][CH2:7][CH2:8][C@@H:3]([NH:2][CH2:47][CH:44]3[CH2:46][CH2:45]3)[CH2:4]2)=[C:10]2[C:18]([NH:19][C:20](=[O:27])[C:21]3[CH:26]=[CH:25][CH:24]=[N:23][CH:22]=3)=[CH:17][NH:16][C:11]2=[N:12][CH:13]=1. The catalyst class is: 24. (3) Reactant: C([NH:3][C@@H:4]1[C:53](=[O:54])[N:6]2[C:7]([C:37]([O:39][CH:40]([C:47]3[CH:52]=[CH:51][CH:50]=[CH:49][CH:48]=3)[C:41]3[CH:46]=[CH:45][CH:44]=[CH:43][CH:42]=3)=[O:38])=[C:8]([S:11][CH2:12][C:13]3[CH:14]=[N:15][N:16](C(C4C=CC=CC=4)(C4C=CC=CC=4)C4C=CC=CC=4)[CH:17]=3)[CH2:9][S:10][C@H:5]12)=O.Cl. Product: [NH2:3][C@@H:4]1[C:53](=[O:54])[N:6]2[C:7]([C:37]([O:39][CH:40]([C:41]3[CH:46]=[CH:45][CH:44]=[CH:43][CH:42]=3)[C:47]3[CH:52]=[CH:51][CH:50]=[CH:49][CH:48]=3)=[O:38])=[C:8]([S:11][CH2:12][C:13]3[CH:17]=[N:16][NH:15][CH:14]=3)[CH2:9][S:10][C@H:5]12. The catalyst class is: 5. (4) Reactant: C(OC([NH:8][C@H:9]1[CH2:14][CH2:13][CH2:12][CH2:11][C@H:10]1[NH:15][C:16]1[N:21]=[C:20]([C:22]2[S:30][C:25]3=[CH:26][N:27]=[CH:28][CH:29]=[C:24]3[CH:23]=2)[C:19]2[C:31](=[O:41])[N:32](C(OC(C)(C)C)=O)[CH2:33][C:18]=2[C:17]=1[F:42])=O)(C)(C)C.[C:43]([OH:49])([C:45]([F:48])([F:47])[F:46])=[O:44]. Product: [C:43]([OH:49])([C:45]([F:48])([F:47])[F:46])=[O:44].[NH2:8][C@H:9]1[CH2:14][CH2:13][CH2:12][CH2:11][C@H:10]1[NH:15][C:16]1[N:21]=[C:20]([C:22]2[S:30][C:25]3=[CH:26][N:27]=[CH:28][CH:29]=[C:24]3[CH:23]=2)[C:19]2[C:31](=[O:41])[NH:32][CH2:33][C:18]=2[C:17]=1[F:42]. The catalyst class is: 2. (5) Reactant: [N+:1]([C:4]1[C:13]2[C:8](=[CH:9][CH:10]=[CH:11][CH:12]=2)[C:7]([O:14][C:15]2[N:20]=[CH:19][N:18]=[C:17]([NH2:21])[CH:16]=2)=[CH:6][CH:5]=1)([O-:3])=[O:2].CCN(C(C)C)C(C)C.[CH3:31][O:32][CH2:33][C:34](Cl)=[O:35]. Product: [CH3:31][O:32][CH2:33][C:34]([NH:21][C:17]1[CH:16]=[C:15]([O:14][C:7]2[C:8]3[C:13](=[CH:12][CH:11]=[CH:10][CH:9]=3)[C:4]([N+:1]([O-:3])=[O:2])=[CH:5][CH:6]=2)[N:20]=[CH:19][N:18]=1)=[O:35]. The catalyst class is: 2. (6) Reactant: Cl[CH2:2][C:3](=[N:19][O:20][CH3:21])[CH2:4][N:5]1[C:13]2[C:8](=[CH:9][C:10]([N:14]=[CH:15][N:16]([CH3:18])[CH3:17])=[CH:11][CH:12]=2)[CH:7]=[CH:6]1.[CH3:22][O:23][C:24]1[CH:30]=[CH:29][C:27](N)=[CH:26][CH:25]=1.C([O-])([O-])=[O:32].[Na+].[Na+]. Product: [CH3:21][O:20][N:19]=[C:3]([CH2:2][O:32][C:27]1[CH:29]=[CH:30][C:24]([O:23][CH3:22])=[CH:25][CH:26]=1)[CH2:4][N:5]1[C:13]2[C:8](=[CH:9][C:10]([N:14]=[CH:15][N:16]([CH3:18])[CH3:17])=[CH:11][CH:12]=2)[CH:7]=[CH:6]1. The catalyst class is: 10. (7) Reactant: [C:1]([CH:5]1[CH2:9][CH2:8][N:7]([C:10]2[N:15]=[C:14]([NH:16][C:17]3[C:18]4[N:19]([CH:24]=[CH:25][N:26]=4)[N:20]=[C:21](Cl)[CH:22]=3)[CH:13]=[CH:12][CH:11]=2)[CH2:6]1)([CH3:4])([CH3:3])[CH3:2].CC1(C)C(C)(C)OB([C:35]2[CH:36]=[C:37]([CH:42]=[CH:43][CH:44]=2)[C:38]([O:40][CH3:41])=[O:39])O1.CC(C1C=C(C(C)C)C(C2C=CC=CC=2P(C2CCCCC2)C2CCCCC2)=C(C(C)C)C=1)C.C([O-])([O-])=O.[Na+].[Na+]. Product: [C:1]([CH:5]1[CH2:9][CH2:8][N:7]([C:10]2[N:15]=[C:14]([NH:16][C:17]3[C:18]4[N:19]([CH:24]=[CH:25][N:26]=4)[N:20]=[C:21]([C:35]4[CH:36]=[C:37]([CH:42]=[CH:43][CH:44]=4)[C:38]([O:40][CH3:41])=[O:39])[CH:22]=3)[CH:13]=[CH:12][CH:11]=2)[CH2:6]1)([CH3:4])([CH3:3])[CH3:2]. The catalyst class is: 333. (8) Reactant: [Br:1][CH:2]([CH2:11][CH3:12])[C:3]([NH:5][C:6]([CH3:10])([CH3:9])[CH2:7][OH:8])=[O:4].[CH3:13][O:14][CH2:15]Br.C(N(CC)C(C)C)(C)C. Product: [Br:1][CH:2]([CH2:11][CH3:12])[C:3]([NH:5][C:6]([CH3:9])([CH3:10])[CH2:7][O:8][CH2:13][O:14][CH3:15])=[O:4]. The catalyst class is: 4. (9) Reactant: Cl.[Cl:2][C:3]1[CH:9]=[C:8]([OH:10])[CH:7]=[CH:6][C:4]=1[NH2:5].[C:11](Cl)(=[O:20])[C:12]1[CH:17]=[CH:16][C:15]([O:18][CH3:19])=[CH:14][CH:13]=1.Cl. Product: [Cl:2][C:3]1[CH:9]=[C:8]([OH:10])[CH:7]=[CH:6][C:4]=1[NH:5][C:11](=[O:20])[C:12]1[CH:17]=[CH:16][C:15]([O:18][CH3:19])=[CH:14][CH:13]=1. The catalyst class is: 17.